From a dataset of Peptide-MHC class II binding affinity with 134,281 pairs from IEDB. Regression. Given a peptide amino acid sequence and an MHC pseudo amino acid sequence, predict their binding affinity value. This is MHC class II binding data. (1) The peptide sequence is GSRGYRLQRKIEAIF. The MHC is DRB1_0802 with pseudo-sequence DRB1_0802. The binding affinity (normalized) is 0.803. (2) The peptide sequence is LDEVYNAAYNAADHA. The binding affinity (normalized) is 0.391. The MHC is DRB1_1501 with pseudo-sequence DRB1_1501. (3) The peptide sequence is EKIQKAFDDIAKYFSK. The MHC is HLA-DQA10101-DQB10501 with pseudo-sequence HLA-DQA10101-DQB10501. The binding affinity (normalized) is 0.637.